The task is: Binary Classification. Given a T-cell receptor sequence (or CDR3 region) and an epitope sequence, predict whether binding occurs between them.. This data is from TCR-epitope binding with 47,182 pairs between 192 epitopes and 23,139 TCRs. (1) The epitope is YLNTLTLAV. The TCR CDR3 sequence is CASSLVGVVDF. Result: 1 (the TCR binds to the epitope). (2) The epitope is GVAMPNLYK. The TCR CDR3 sequence is CASSSGHPSWPQHF. Result: 0 (the TCR does not bind to the epitope). (3) The TCR CDR3 sequence is CASSAGTSGLTDTQYF. Result: 1 (the TCR binds to the epitope). The epitope is KTSVDCTMYI. (4) The epitope is TLIGDCATV. The TCR CDR3 sequence is CASSFGTGGSEEQYF. Result: 1 (the TCR binds to the epitope).